From a dataset of Forward reaction prediction with 1.9M reactions from USPTO patents (1976-2016). Predict the product of the given reaction. Given the reactants [C:1]1([C:13]2[N:17]([CH:18]3[CH2:23][CH2:22][N:21](C(OC(C)(C)C)=O)[CH2:20][CH2:19]3)[N:16]=[N:15][N:14]=2)[C:11]2=[C:12]3[C:7](=[CH:8][CH:9]=[CH:10]2)[CH2:6][CH2:5][CH2:4][N:3]3[CH:2]=1.[ClH:31], predict the reaction product. The product is: [ClH:31].[NH:21]1[CH2:22][CH2:23][CH:18]([N:17]2[C:13]([C:1]3[C:11]4=[C:12]5[C:7](=[CH:8][CH:9]=[CH:10]4)[CH2:6][CH2:5][CH2:4][N:3]5[CH:2]=3)=[N:14][N:15]=[N:16]2)[CH2:19][CH2:20]1.